This data is from NCI-60 drug combinations with 297,098 pairs across 59 cell lines. The task is: Regression. Given two drug SMILES strings and cell line genomic features, predict the synergy score measuring deviation from expected non-interaction effect. (1) Drug 1: CN(CCCl)CCCl.Cl. Drug 2: C1CCC(C(C1)N)N.C(=O)(C(=O)[O-])[O-].[Pt+4]. Cell line: CAKI-1. Synergy scores: CSS=34.4, Synergy_ZIP=-6.63, Synergy_Bliss=-1.39, Synergy_Loewe=0.884, Synergy_HSA=3.99. (2) Drug 1: C1CCN(CC1)CCOC2=CC=C(C=C2)C(=O)C3=C(SC4=C3C=CC(=C4)O)C5=CC=C(C=C5)O. Drug 2: CN(CC1=CN=C2C(=N1)C(=NC(=N2)N)N)C3=CC=C(C=C3)C(=O)NC(CCC(=O)O)C(=O)O. Cell line: MDA-MB-435. Synergy scores: CSS=2.70, Synergy_ZIP=3.34, Synergy_Bliss=10.6, Synergy_Loewe=-4.87, Synergy_HSA=2.38. (3) Drug 1: CC1C(C(CC(O1)OC2CC(CC3=C2C(=C4C(=C3O)C(=O)C5=CC=CC=C5C4=O)O)(C(=O)C)O)N)O. Drug 2: CC1C(C(CC(O1)OC2CC(CC3=C2C(=C4C(=C3O)C(=O)C5=C(C4=O)C(=CC=C5)OC)O)(C(=O)CO)O)N)O.Cl. Cell line: RPMI-8226. Synergy scores: CSS=55.2, Synergy_ZIP=-2.79, Synergy_Bliss=-4.33, Synergy_Loewe=0.644, Synergy_HSA=0.430. (4) Drug 1: C1CN1P(=S)(N2CC2)N3CC3. Drug 2: C1CN(P(=O)(OC1)NCCCl)CCCl. Cell line: SF-539. Synergy scores: CSS=12.6, Synergy_ZIP=-3.16, Synergy_Bliss=2.13, Synergy_Loewe=-0.464, Synergy_HSA=4.06. (5) Drug 1: CC=C1C(=O)NC(C(=O)OC2CC(=O)NC(C(=O)NC(CSSCCC=C2)C(=O)N1)C(C)C)C(C)C. Drug 2: CC1=C(C(=O)C2=C(C1=O)N3CC4C(C3(C2COC(=O)N)OC)N4)N. Cell line: EKVX. Synergy scores: CSS=18.1, Synergy_ZIP=-6.10, Synergy_Bliss=2.22, Synergy_Loewe=-0.990, Synergy_HSA=4.25.